Regression. Given two drug SMILES strings and cell line genomic features, predict the synergy score measuring deviation from expected non-interaction effect. From a dataset of NCI-60 drug combinations with 297,098 pairs across 59 cell lines. Drug 1: C1=CC=C(C=C1)NC(=O)CCCCCCC(=O)NO. Drug 2: C1=CC(=C(C=C1I)F)NC2=C(C=CC(=C2F)F)C(=O)NOCC(CO)O. Cell line: HT29. Synergy scores: CSS=76.2, Synergy_ZIP=-1.07, Synergy_Bliss=-2.52, Synergy_Loewe=-0.528, Synergy_HSA=3.03.